This data is from Reaction yield outcomes from USPTO patents with 853,638 reactions. The task is: Predict the reaction yield, written as a fraction of the theoretical maximum amount of product (1.0 means a 100% yield; for example, 0.34 means a 34% yield). (1) The reactants are [OH-].[Na+].C[O:4][C:5](=[O:35])[CH2:6][O:7][C:8]1[CH:17]=[CH:16][C:15]2[C:10](=[CH:11][CH:12]=[C:13]([CH2:18][NH:19][C:20]([C:22]3[CH:26]=[C:25]([C:27]4[CH:32]=[CH:31][C:30]([Cl:33])=[CH:29][CH:28]=4)[O:24][C:23]=3[CH3:34])=[O:21])[CH:14]=2)[CH:9]=1.O.Cl. The catalyst is C1COCC1. The product is [Cl:33][C:30]1[CH:29]=[CH:28][C:27]([C:25]2[O:24][C:23]([CH3:34])=[C:22]([C:20]([NH:19][CH2:18][C:13]3[CH:14]=[C:15]4[C:10](=[CH:11][CH:12]=3)[CH:9]=[C:8]([O:7][CH2:6][C:5]([OH:35])=[O:4])[CH:17]=[CH:16]4)=[O:21])[CH:26]=2)=[CH:32][CH:31]=1. The yield is 0.830. (2) The reactants are [Br:1][C:2]1[CH:7]=[C:6]([Cl:8])[CH:5]=[CH:4][C:3]=1[OH:9].[F:10][C:11]([F:22])([F:21])[CH2:12]OS(C(F)(F)F)(=O)=O.C(=O)([O-])[O-].[K+].[K+]. The catalyst is CN(C=O)C. The product is [Br:1][C:2]1[CH:7]=[C:6]([Cl:8])[CH:5]=[CH:4][C:3]=1[O:9][CH2:12][C:11]([F:22])([F:21])[F:10]. The yield is 1.00. (3) The reactants are COC1C=C(OC)C=CC=1C[N:6]1[CH2:10][CH2:9][N:8]([CH2:11][C:12]2([CH3:23])[O:16][C:15]3=[N:17][C:18]([N+:20]([O-:22])=[O:21])=[CH:19][N:14]3[CH2:13]2)[C:7]1=[O:24].FC(F)(F)C(O)=O.C(=O)([O-])O.[Na+]. The catalyst is C(Cl)Cl. The product is [CH3:23][C:12]1([CH2:11][N:8]2[CH2:9][CH2:10][NH:6][C:7]2=[O:24])[O:16][C:15]2=[N:17][C:18]([N+:20]([O-:22])=[O:21])=[CH:19][N:14]2[CH2:13]1. The yield is 0.780. (4) The reactants are [NH2:1][C:2]1[CH:3]=[C:4]([N:8]([CH2:16][C:17]2[CH:22]=[CH:21][CH:20]=[C:19]([O:23][C:24]([F:29])([F:28])[CH:25]([F:27])[F:26])[CH:18]=2)[CH2:9][CH:10]([OH:15])[C:11]([F:14])([F:13])[F:12])[CH:5]=[CH:6][CH:7]=1.C(N(CC)CC)C.[F:37][C:38]1[CH:46]=[CH:45][C:41]([C:42](Cl)=[O:43])=[CH:40][CH:39]=1. The catalyst is ClCCl. The product is [F:37][C:38]1[CH:46]=[CH:45][C:41]([C:42]([NH:1][C:2]2[CH:7]=[CH:6][CH:5]=[C:4]([N:8]([CH2:16][C:17]3[CH:22]=[CH:21][CH:20]=[C:19]([O:23][C:24]([F:28])([F:29])[CH:25]([F:26])[F:27])[CH:18]=3)[CH2:9][CH:10]([OH:15])[C:11]([F:14])([F:13])[F:12])[CH:3]=2)=[O:43])=[CH:40][CH:39]=1. The yield is 0.230.